Dataset: Retrosynthesis with 50K atom-mapped reactions and 10 reaction types from USPTO. Task: Predict the reactants needed to synthesize the given product. (1) Given the product O=S(=O)(Nc1ccccc1OCCCN1CCC(OC(c2ccccc2)c2ccccc2)CC1)c1ccccc1, predict the reactants needed to synthesize it. The reactants are: Nc1ccccc1OCCCN1CCC(OC(c2ccccc2)c2ccccc2)CC1.O=S(=O)(Cl)c1ccccc1. (2) Given the product CCCN[C@@H]1CN(c2nc(C)c(C(=O)OCC)s2)CC[C@@H]1NC(=O)c1nc(Cl)c(CC)[nH]1, predict the reactants needed to synthesize it. The reactants are: CCCN[C@@H]1CNCC[C@@H]1NC(=O)c1nc(Cl)c(CC)[nH]1.CCOC(=O)c1sc(Br)nc1C. (3) The reactants are: CCCCc1ccc(C(=O)O)cc1.NCCc1ccc(CN2CCCC2)cc1. Given the product CCCCc1ccc(C(=O)NCCc2ccc(CN3CCCC3)cc2)cc1, predict the reactants needed to synthesize it. (4) Given the product Clc1nc(NCCCN2CCOCC2)c2cc[nH]c2n1, predict the reactants needed to synthesize it. The reactants are: Clc1nc(Cl)c2cc[nH]c2n1.NCCCN1CCOCC1. (5) Given the product c1ccc2nc(NC3CCC(NCc4ccsc4)CC3)ccc2c1, predict the reactants needed to synthesize it. The reactants are: NC1CCC(Nc2ccc3ccccc3n2)CC1.O=Cc1ccsc1. (6) Given the product COc1ccc(C(CCN2CCC(c3cccc(NC(=O)C(C)C)c3)CC2)Oc2ccc(F)cc2)cc1, predict the reactants needed to synthesize it. The reactants are: COc1ccc(C(O)CCN2CCC(c3cccc(NC(=O)C(C)C)c3)CC2)cc1.Oc1ccc(F)cc1. (7) Given the product CN1CCN(c2cc(CS(=O)(=O)c3cccc4ccccc34)c(N)c(OCCCl)c2)CC1, predict the reactants needed to synthesize it. The reactants are: CN1CCN(c2cc(CS(=O)(=O)c3cccc4ccccc34)c([N+](=O)[O-])c(OCCCl)c2)CC1.